This data is from Full USPTO retrosynthesis dataset with 1.9M reactions from patents (1976-2016). The task is: Predict the reactants needed to synthesize the given product. (1) The reactants are: [CH2:1]([O:8][C:9](=[O:30])[C@@H:10]([NH:22][C:23]([O:25][C:26]([CH3:29])([CH3:28])[CH3:27])=[O:24])[CH2:11][CH2:12][C:13]1[NH:17][C:16]2[CH:18]=[CH:19][CH:20]=[CH:21][C:15]=2[N:14]=1)[C:2]1[CH:7]=[CH:6][CH:5]=[CH:4][CH:3]=1.[H-].[Na+].I[CH3:34]. Given the product [CH2:1]([O:8][C:9](=[O:30])[C@@H:10]([NH:22][C:23]([O:25][C:26]([CH3:27])([CH3:29])[CH3:28])=[O:24])[CH2:11][CH2:12][C:13]1[N:17]([CH3:34])[C:16]2[CH:18]=[CH:19][CH:20]=[CH:21][C:15]=2[N:14]=1)[C:2]1[CH:7]=[CH:6][CH:5]=[CH:4][CH:3]=1, predict the reactants needed to synthesize it. (2) Given the product [Cl:1][C:2]1[CH:3]=[CH:4][C:5]([C:8]2[CH:9]=[C:10]3[C@@H:25]([OH:26])[CH2:24][C:23]([CH3:28])([CH3:27])[O:22][C:11]3=[N:12][C:13]=2[C:14]2[CH:19]=[CH:18][C:17]([Cl:20])=[CH:16][C:15]=2[Cl:21])=[CH:6][CH:7]=1, predict the reactants needed to synthesize it. The reactants are: [Cl:1][C:2]1[CH:7]=[CH:6][C:5]([C:8]2[CH:9]=[C:10]3[C:25](=[O:26])[CH2:24][C:23]([CH3:28])([CH3:27])[O:22][C:11]3=[N:12][C:13]=2[C:14]2[CH:19]=[CH:18][C:17]([Cl:20])=[CH:16][C:15]=2[Cl:21])=[CH:4][CH:3]=1. (3) Given the product [Cl:1][C:2]1[CH:7]=[CH:6][C:5]([N:8]2[CH:12]=[C:11]([CH2:13][F:29])[N:10]=[N:9]2)=[C:4]([C:15]2[CH:20]=[C:19]([O:21][CH3:22])[N:18]=[CH:17][N:16]=2)[CH:3]=1, predict the reactants needed to synthesize it. The reactants are: [Cl:1][C:2]1[CH:7]=[CH:6][C:5]([N:8]2[CH:12]=[C:11]([CH2:13]O)[N:10]=[N:9]2)=[C:4]([C:15]2[CH:20]=[C:19]([O:21][CH3:22])[N:18]=[CH:17][N:16]=2)[CH:3]=1.CCN(S(F)(F)[F:29])CC. (4) Given the product [Cl:2][C:3]1[CH:4]=[C:5]2[C:9](=[CH:10][CH:11]=1)[NH:8][CH:7]=[C:6]2[CH2:12][CH2:13][NH:14][C:26]([C:24]1[O:25][C:21]([C:15]2[CH:16]=[CH:17][CH:18]=[CH:19][CH:20]=2)=[N:22][N:23]=1)=[O:27], predict the reactants needed to synthesize it. The reactants are: Cl.[Cl:2][C:3]1[CH:4]=[C:5]2[C:9](=[CH:10][CH:11]=1)[NH:8][CH:7]=[C:6]2[CH2:12][CH2:13][NH2:14].[C:15]1([C:21]2[O:25][C:24]([C:26](Cl)=[O:27])=[N:23][N:22]=2)[CH:20]=[CH:19][CH:18]=[CH:17][CH:16]=1.C(N(CC)CC)C.C(OCC)(=O)C. (5) The reactants are: [OH:1][C:2]1[N:6]([C:7]2[CH:12]=[C:11]([C:13]#[N:14])[CH:10]=[CH:9][N:8]=2)[N:5]=[CH:4][CH:3]=1.[F:15][C:16]1[CH:17]=[C:18]2[C:22](=[CH:23][CH:24]=1)[CH:21](O)[CH2:20][CH2:19]2. Given the product [F:15][C:16]1[CH:17]=[C:18]2[C:22](=[CH:23][CH:24]=1)[CH:21]([O:1][C:2]1[N:6]([C:7]3[CH:12]=[C:11]([C:13]#[N:14])[CH:10]=[CH:9][N:8]=3)[N:5]=[CH:4][CH:3]=1)[CH2:20][CH2:19]2, predict the reactants needed to synthesize it. (6) The reactants are: [C:12]([O:11][C:9](O[C:9]([O:11][C:12]([CH3:15])([CH3:14])[CH3:13])=[O:10])=[O:10])([CH3:15])([CH3:14])[CH3:13].CCN(C(C)C)C(C)C.Br.[NH2:26][CH2:27][CH2:28][Br:29]. Given the product [C:12]([O:11][C:9](=[O:10])[NH:26][CH2:27][CH2:28][Br:29])([CH3:13])([CH3:14])[CH3:15], predict the reactants needed to synthesize it.